Dataset: NCI-60 drug combinations with 297,098 pairs across 59 cell lines. Task: Regression. Given two drug SMILES strings and cell line genomic features, predict the synergy score measuring deviation from expected non-interaction effect. (1) Drug 1: C1=CC(=CC=C1CC(C(=O)O)N)N(CCCl)CCCl.Cl. Drug 2: CCC1(C2=C(COC1=O)C(=O)N3CC4=CC5=C(C=CC(=C5CN(C)C)O)N=C4C3=C2)O.Cl. Cell line: K-562. Synergy scores: CSS=23.5, Synergy_ZIP=-4.33, Synergy_Bliss=0.681, Synergy_Loewe=-15.5, Synergy_HSA=-2.18. (2) Drug 1: CC12CCC3C(C1CCC2=O)CC(=C)C4=CC(=O)C=CC34C. Drug 2: C1CNP(=O)(OC1)N(CCCl)CCCl. Cell line: LOX IMVI. Synergy scores: CSS=16.2, Synergy_ZIP=-0.722, Synergy_Bliss=-2.25, Synergy_Loewe=-29.4, Synergy_HSA=-3.17. (3) Drug 1: CC1=C2C(C(=O)C3(C(CC4C(C3C(C(C2(C)C)(CC1OC(=O)C(C(C5=CC=CC=C5)NC(=O)OC(C)(C)C)O)O)OC(=O)C6=CC=CC=C6)(CO4)OC(=O)C)OC)C)OC. Drug 2: CCN(CC)CCNC(=O)C1=C(NC(=C1C)C=C2C3=C(C=CC(=C3)F)NC2=O)C. Cell line: HS 578T. Synergy scores: CSS=33.4, Synergy_ZIP=0.533, Synergy_Bliss=-4.42, Synergy_Loewe=-37.6, Synergy_HSA=-5.99. (4) Drug 1: CCCS(=O)(=O)NC1=C(C(=C(C=C1)F)C(=O)C2=CNC3=C2C=C(C=N3)C4=CC=C(C=C4)Cl)F. Drug 2: CC1CCC2CC(C(=CC=CC=CC(CC(C(=O)C(C(C(=CC(C(=O)CC(OC(=O)C3CCCCN3C(=O)C(=O)C1(O2)O)C(C)CC4CCC(C(C4)OC)OCCO)C)C)O)OC)C)C)C)OC. Cell line: SF-539. Synergy scores: CSS=23.1, Synergy_ZIP=4.70, Synergy_Bliss=6.30, Synergy_Loewe=-0.0191, Synergy_HSA=7.28. (5) Drug 1: CCC(=C(C1=CC=CC=C1)C2=CC=C(C=C2)OCCN(C)C)C3=CC=CC=C3.C(C(=O)O)C(CC(=O)O)(C(=O)O)O. Drug 2: CC1=C(C=C(C=C1)C(=O)NC2=CC(=CC(=C2)C(F)(F)F)N3C=C(N=C3)C)NC4=NC=CC(=N4)C5=CN=CC=C5. Cell line: MDA-MB-435. Synergy scores: CSS=1.84, Synergy_ZIP=0.0794, Synergy_Bliss=2.80, Synergy_Loewe=2.27, Synergy_HSA=1.80. (6) Drug 1: CN1C(=O)N2C=NC(=C2N=N1)C(=O)N. Drug 2: CC(C)(C#N)C1=CC(=CC(=C1)CN2C=NC=N2)C(C)(C)C#N. Cell line: NCI/ADR-RES. Synergy scores: CSS=0.256, Synergy_ZIP=2.46, Synergy_Bliss=3.40, Synergy_Loewe=-4.19, Synergy_HSA=-2.28. (7) Drug 1: C1=C(C(=O)NC(=O)N1)F. Drug 2: CCC1(CC2CC(C3=C(CCN(C2)C1)C4=CC=CC=C4N3)(C5=C(C=C6C(=C5)C78CCN9C7C(C=CC9)(C(C(C8N6C=O)(C(=O)OC)O)OC(=O)C)CC)OC)C(=O)OC)O.OS(=O)(=O)O. Cell line: OVCAR-4. Synergy scores: CSS=36.4, Synergy_ZIP=-0.116, Synergy_Bliss=-0.514, Synergy_Loewe=0.410, Synergy_HSA=0.552. (8) Drug 1: C1C(C(OC1N2C=C(C(=O)NC2=O)F)CO)O. Drug 2: C1=NC2=C(N=C(N=C2N1C3C(C(C(O3)CO)O)F)Cl)N. Cell line: OVCAR-8. Synergy scores: CSS=25.9, Synergy_ZIP=0.219, Synergy_Bliss=4.24, Synergy_Loewe=-17.9, Synergy_HSA=2.61. (9) Drug 1: CC1CCC2CC(C(=CC=CC=CC(CC(C(=O)C(C(C(=CC(C(=O)CC(OC(=O)C3CCCCN3C(=O)C(=O)C1(O2)O)C(C)CC4CCC(C(C4)OC)OCCO)C)C)O)OC)C)C)C)OC. Drug 2: C1C(C(OC1N2C=NC3=C2NC=NCC3O)CO)O. Cell line: SN12C. Synergy scores: CSS=-0.278, Synergy_ZIP=-1.09, Synergy_Bliss=-3.34, Synergy_Loewe=-3.80, Synergy_HSA=-4.02.